From a dataset of Peptide-MHC class II binding affinity with 134,281 pairs from IEDB. Regression. Given a peptide amino acid sequence and an MHC pseudo amino acid sequence, predict their binding affinity value. This is MHC class II binding data. (1) The peptide sequence is DEMVKDSTVIRNLKN. The MHC is DRB1_0101 with pseudo-sequence DRB1_0101. The binding affinity (normalized) is 0.308. (2) The peptide sequence is DLGYAPATPAAPGAG. The MHC is HLA-DPA10103-DPB10401 with pseudo-sequence HLA-DPA10103-DPB10401. The binding affinity (normalized) is 0.144. (3) The binding affinity (normalized) is 0.857. The peptide sequence is GLLVISGVFPVSIPI. The MHC is DRB1_1302 with pseudo-sequence DRB1_1302. (4) The binding affinity (normalized) is 0.106. The peptide sequence is STWYGKPTGAGPKDN. The MHC is HLA-DPA10103-DPB10401 with pseudo-sequence HLA-DPA10103-DPB10401. (5) The peptide sequence is GELQIVDKINAAFKI. The binding affinity (normalized) is 0.620. The MHC is DRB1_1101 with pseudo-sequence DRB1_1101. (6) The peptide sequence is GLLYTVKYPNLSDLD. The MHC is DRB1_0401 with pseudo-sequence DRB1_0401. The binding affinity (normalized) is 0.475. (7) The binding affinity (normalized) is 0.405. The peptide sequence is TVPRTKYTATISGLK. The MHC is DRB1_1602 with pseudo-sequence DRB1_1602.